This data is from Reaction yield outcomes from USPTO patents with 853,638 reactions. The task is: Predict the reaction yield, written as a fraction of the theoretical maximum amount of product (1.0 means a 100% yield; for example, 0.34 means a 34% yield). (1) The reactants are [CH:1]([O:4][C:5]([N:7]1[CH2:13][CH2:12][CH2:11][CH:10]([N:14]([C:30](=[O:32])[CH3:31])[CH2:15][C:16]2[CH:21]=[C:20]([C:22]([F:25])([F:24])[F:23])[CH:19]=[C:18]([C:26]([F:29])([F:28])[F:27])[CH:17]=2)[C:9]2[CH:33]=[CH:34][C:35](Br)=[CH:36][C:8]1=2)=[O:6])([CH3:3])[CH3:2].[CH3:38]B1OB(C)OB(C)O1.C(=O)([O-])[O-].[K+].[K+]. The catalyst is CN(C)C=O.C(OCC)(=O)C.C1C=CC(/C=C/C(/C=C/C2C=CC=CC=2)=O)=CC=1.C1C=CC(/C=C/C(/C=C/C2C=CC=CC=2)=O)=CC=1.C1C=CC(/C=C/C(/C=C/C2C=CC=CC=2)=O)=CC=1.[Pd].[Pd]. The product is [C:30]([N:14]([CH2:15][C:16]1[CH:21]=[C:20]([C:22]([F:25])([F:24])[F:23])[CH:19]=[C:18]([C:26]([F:29])([F:28])[F:27])[CH:17]=1)[CH:10]1[CH2:11][CH2:12][CH2:13][N:7]([C:5]([O:4][CH:1]([CH3:3])[CH3:2])=[O:6])[C:8]2[CH:36]=[C:35]([CH3:38])[CH:34]=[CH:33][C:9]1=2)(=[O:32])[CH3:31]. The yield is 0.410. (2) The reactants are [NH2:1][C:2]1[C:7]([CH3:8])=[C:6]([O:9][CH3:10])[CH:5]=[CH:4][C:3]=1[C:11]([CH3:13])=[O:12].[CH:14]([C:17]1[N:18]=[C:19]([C:22](Cl)=[O:23])[S:20][CH:21]=1)([CH3:16])[CH3:15]. The catalyst is O1CCOCC1. The product is [CH:14]([C:17]1[N:18]=[C:19]([C:22]([NH:1][C:2]2[C:7]([CH3:8])=[C:6]([O:9][CH3:10])[CH:5]=[CH:4][C:3]=2[C:11](=[O:12])[CH3:13])=[O:23])[S:20][CH:21]=1)([CH3:16])[CH3:15]. The yield is 0.900.